This data is from Experimentally validated miRNA-target interactions with 360,000+ pairs, plus equal number of negative samples. The task is: Binary Classification. Given a miRNA mature sequence and a target amino acid sequence, predict their likelihood of interaction. (1) The miRNA is mmu-miR-362-5p with sequence AAUCCUUGGAACCUAGGUGUGAAU. The protein sequence of the target gene is MAAPVAPSEPQASRAPQPPVCLLVLGMAGSGKTTFVQRLTGHLHNKGCPPYVINLDPAVHEVPFPANIDIRDTVKYKEVMKQYGLGPNGGIVTSLNLFATRFDQVMKFIEKAQNTFRYVLIDTPGQIEVFTWSASGTIITEALASSFPTVVIYVMDTSRSTNPVTFMSNMLYACSILYKTKLPFIVVMNKTDIIDHSFAVEWMQDFEAFQDALNQETTYVSNLTRSMSLVLDEFYSSLRVVGVSAVVGTGFDELCTQVTSAAEEYEREYRPEYERLKKSLANAQSNQQKEQLERLRKDMG.... Result: 1 (interaction). (2) The miRNA is hsa-miR-4307 with sequence AAUGUUUUUUCCUGUUUCC. The protein sequence of the target gene is MSENLDNEGPKPMESCGQESSSALSCPTVSVPPAAPAALEEVEKEGAGAATGPGPQPGLYSYIRDDLFTSEIFKLELQNVPRHASFSDVRRFLGRFGLQPHKTKLFGQPPCAFVTFRSAAERDKALRVLHGALWKGRPLSVRLARPKADPMARRRRQEGESEPPVTRVADVVTPLWTVPYAEQLERKQLECEQVLQKLAKEIGSTNRALLPWLLEQRHKHNKACCPLEGVRPSPQQTEYRNKCEFLVGVGVDGEDNTVGCRLGKYKGGTCAVAAPFDTVHIPEATKQVVKAFQEFIRSTP.... Result: 0 (no interaction).